Predict the product of the given reaction. From a dataset of Forward reaction prediction with 1.9M reactions from USPTO patents (1976-2016). (1) The product is: [Cl:1][C:2]1[CH:7]=[CH:6][CH:5]=[CH:4][C:3]=1[C@H:8]([O:10][C:11](=[O:34])[NH:12][C:13]1[C:14]([CH3:33])=[N:15][O:16][C:17]=1[C:18]1[CH:23]=[CH:22][C:21]([C:24]2[CH:25]=[CH:26][C:27]([CH2:30][C:31]3[N:35]=[N:36][NH:37][N:32]=3)=[CH:28][CH:29]=2)=[CH:20][CH:19]=1)[CH3:9]. Given the reactants [Cl:1][C:2]1[CH:7]=[CH:6][CH:5]=[CH:4][C:3]=1[C@H:8]([O:10][C:11](=[O:34])[NH:12][C:13]1[C:14]([CH3:33])=[N:15][O:16][C:17]=1[C:18]1[CH:23]=[CH:22][C:21]([C:24]2[CH:29]=[CH:28][C:27]([CH2:30][C:31]#[N:32])=[CH:26][CH:25]=2)=[CH:20][CH:19]=1)[CH3:9].[N:35]([Si](C)(C)C)=[N+:36]=[N-:37], predict the reaction product. (2) Given the reactants C([N-][CH:5]([CH3:7])[CH3:6])(C)C.[Li+].[Li]CCCC.C(NC(C)C)(C)C.[O:21]1[C:25](=[O:26])[CH2:24][C@H:23]2C=C[CH2:29][C@@H:22]12.CI, predict the reaction product. The product is: [CH3:23][C@H:24]1[C:25](=[O:26])[O:21][C@@H:22]2[CH2:29][CH:7]=[CH:5][C@H:6]12. (3) Given the reactants [NH:1]1[C:5]2[CH:6]=[CH:7][CH:8]=[CH:9][C:4]=2[N:3]=[CH:2]1.N1C=CC=CC=1.[CH3:16][N:17]([C:21]1[CH:26]=[CH:25][CH:24]=[CH:23][CH:22]=1)[C:18](Cl)=[O:19], predict the reaction product. The product is: [CH3:16][N:17]([C:21]1[CH:26]=[CH:25][CH:24]=[CH:23][CH:22]=1)[C:18]([N:1]1[C:5]2[CH:6]=[CH:7][CH:8]=[CH:9][C:4]=2[N:3]=[CH:2]1)=[O:19].